Task: Regression. Given two drug SMILES strings and cell line genomic features, predict the synergy score measuring deviation from expected non-interaction effect.. Dataset: NCI-60 drug combinations with 297,098 pairs across 59 cell lines (1) Drug 1: CC1=C(C(=CC=C1)Cl)NC(=O)C2=CN=C(S2)NC3=CC(=NC(=N3)C)N4CCN(CC4)CCO. Drug 2: C(=O)(N)NO. Cell line: SF-539. Synergy scores: CSS=21.4, Synergy_ZIP=0.722, Synergy_Bliss=-4.56, Synergy_Loewe=-25.9, Synergy_HSA=-3.13. (2) Drug 1: CC1=CC2C(CCC3(C2CCC3(C(=O)C)OC(=O)C)C)C4(C1=CC(=O)CC4)C. Drug 2: C1=CC(=CC=C1CCCC(=O)O)N(CCCl)CCCl. Cell line: OVCAR-5. Synergy scores: CSS=11.3, Synergy_ZIP=-4.68, Synergy_Bliss=4.31, Synergy_Loewe=-6.37, Synergy_HSA=1.15. (3) Drug 1: CC1C(C(CC(O1)OC2CC(CC3=C2C(=C4C(=C3O)C(=O)C5=C(C4=O)C(=CC=C5)OC)O)(C(=O)C)O)N)O.Cl. Drug 2: C1=NNC2=C1C(=O)NC=N2. Cell line: SF-539. Synergy scores: CSS=8.83, Synergy_ZIP=-9.45, Synergy_Bliss=-5.78, Synergy_Loewe=-23.0, Synergy_HSA=-5.67. (4) Drug 1: CC1C(C(CC(O1)OC2CC(CC3=C2C(=C4C(=C3O)C(=O)C5=C(C4=O)C(=CC=C5)OC)O)(C(=O)C)O)N)O.Cl. Drug 2: CN(CCCl)CCCl.Cl. Cell line: NCIH23. Synergy scores: CSS=30.7, Synergy_ZIP=-13.0, Synergy_Bliss=-2.71, Synergy_Loewe=-4.80, Synergy_HSA=0.512. (5) Drug 1: C1=CC(=CC=C1CCCC(=O)O)N(CCCl)CCCl. Drug 2: CC1CCC2CC(C(=CC=CC=CC(CC(C(=O)C(C(C(=CC(C(=O)CC(OC(=O)C3CCCCN3C(=O)C(=O)C1(O2)O)C(C)CC4CCC(C(C4)OC)OCCO)C)C)O)OC)C)C)C)OC. Cell line: TK-10. Synergy scores: CSS=17.8, Synergy_ZIP=-5.13, Synergy_Bliss=-6.58, Synergy_Loewe=-2.59, Synergy_HSA=-1.37. (6) Drug 1: CS(=O)(=O)OCCCCOS(=O)(=O)C. Drug 2: C(CCl)NC(=O)N(CCCl)N=O. Cell line: OVCAR-8. Synergy scores: CSS=15.7, Synergy_ZIP=-4.10, Synergy_Bliss=-4.06, Synergy_Loewe=-4.02, Synergy_HSA=-2.55.